From a dataset of Reaction yield outcomes from USPTO patents with 853,638 reactions. Predict the reaction yield, written as a fraction of the theoretical maximum amount of product (1.0 means a 100% yield; for example, 0.34 means a 34% yield). (1) The product is [F:25][C:4]1[CH:3]=[C:2]([NH:1][C:33]([C:30]2[C:29](=[O:36])[N:28]([C:37]3[CH:38]=[CH:39][CH:40]=[CH:41][CH:42]=3)[N:27]([CH3:26])[C:31]=2[CH3:32])=[O:34])[CH:24]=[CH:23][C:5]=1[O:6][C:7]1[C:16]2[C:11](=[CH:12][C:13]([O:17][C:18]([CH3:22])([CH3:21])[CH2:19][OH:20])=[CH:14][CH:15]=2)[N:10]=[CH:9][CH:8]=1. The reactants are [NH2:1][C:2]1[CH:24]=[CH:23][C:5]([O:6][C:7]2[C:16]3[C:11](=[CH:12][C:13]([O:17][C:18]([CH3:22])([CH3:21])[CH2:19][OH:20])=[CH:14][CH:15]=3)[N:10]=[CH:9][CH:8]=2)=[C:4]([F:25])[CH:3]=1.[CH3:26][N:27]1[C:31]([CH3:32])=[C:30]([C:33](O)=[O:34])[C:29](=[O:36])[N:28]1[C:37]1[CH:42]=[CH:41][CH:40]=[CH:39][CH:38]=1.CCN=C=NCCCN(C)C.C1C=NC2N(O)N=NC=2C=1. The catalyst is C(Cl)Cl. The yield is 0.762. (2) The reactants are [N+:1]([C:4]1[CH:12]=[C:11]2[C:7]([CH2:8][CH2:9][C:10]2=[O:13])=[CH:6][C:5]=1[NH:14]C(=O)C)([O-:3])=[O:2].CCO. The catalyst is Cl. The product is [NH2:14][C:5]1[CH:6]=[C:7]2[C:11](=[CH:12][C:4]=1[N+:1]([O-:3])=[O:2])[C:10](=[O:13])[CH2:9][CH2:8]2. The yield is 0.975. (3) The reactants are [H-].[Na+].[CH3:3][O:4][C:5]1[CH:10]=[CH:9][C:8]([C:11]2[N:12]=[CH:13][NH:14][CH:15]=2)=[CH:7][C:6]=1[CH3:16].Cl[C:18]([N:20]([CH3:34])[CH:21]1[CH2:26][CH2:25][N:24]([C:27]([O:29][C:30]([CH3:33])([CH3:32])C)=[O:28])[CH2:23][CH2:22]1)=[O:19].O. The catalyst is C1COCC1.C(Cl)Cl.CC(O)C. The product is [C:6]([CH:23]1[CH2:22][CH:21]([N:20]([CH3:34])[C:18]([N:14]2[CH:15]=[C:11]([C:8]3[CH:9]=[CH:10][C:5]([O:4][CH3:3])=[C:6]([CH3:16])[CH:7]=3)[N:12]=[CH:13]2)=[O:19])[CH2:26][CH2:25][N:24]1[C:27]([O:29][CH:30]([CH3:32])[CH3:33])=[O:28])([CH3:16])([CH3:7])[CH3:5]. The yield is 0.800. (4) The reactants are I[CH3:2].[H-].[Na+].[OH:5][CH:6]1[C:15]2[C:10](=[CH:11][CH:12]=[C:13]([C:16]3[C:21](=[O:22])[N:20]([CH2:23][C:24]4[CH:29]=[CH:28][C:27]([C:30]5[C:31]([C:36]#[N:37])=[CH:32][CH:33]=[CH:34][CH:35]=5)=[CH:26][CH:25]=4)[C:19]([CH2:38][CH2:39][CH3:40])=[N:18][C:17]=3[CH3:41])[CH:14]=2)[O:9][C:8]([CH3:43])([CH3:42])[CH2:7]1. The catalyst is CN(C)C=O.C(OCC)(=O)C. The product is [CH3:2][O:5][CH:6]1[C:15]2[C:10](=[CH:11][CH:12]=[C:13]([C:16]3[C:21](=[O:22])[N:20]([CH2:23][C:24]4[CH:29]=[CH:28][C:27]([C:30]5[C:31]([C:36]#[N:37])=[CH:32][CH:33]=[CH:34][CH:35]=5)=[CH:26][CH:25]=4)[C:19]([CH2:38][CH2:39][CH3:40])=[N:18][C:17]=3[CH3:41])[CH:14]=2)[O:9][C:8]([CH3:42])([CH3:43])[CH2:7]1. The yield is 0.660. (5) The reactants are [Cl:1][C:2]1[CH:3]=[C:4]([C:8]2[O:12][N:11]=[C:10]([C@@H:13]3[N:17]4[CH2:18][CH2:19][NH:20][CH2:21][C@@H:16]4[CH2:15][CH2:14]3)[CH:9]=2)[CH:5]=[CH:6][CH:7]=1.CCN(CC)CC.[CH2:29]([O:31][C:32](Cl)=[O:33])[CH3:30]. The catalyst is C(Cl)Cl. The product is [Cl:1][C:2]1[CH:3]=[C:4]([C:8]2[O:12][N:11]=[C:10]([C@@H:13]3[N:17]4[CH2:18][CH2:19][N:20]([C:32]([O:31][CH2:29][CH3:30])=[O:33])[CH2:21][C@@H:16]4[CH2:15][CH2:14]3)[CH:9]=2)[CH:5]=[CH:6][CH:7]=1. The yield is 0.520. (6) The reactants are [F:1][C:2]1[CH:3]=[C:4]([CH:7]=[CH:8][C:9]=1[C:10]([F:13])([F:12])[F:11])[CH:5]=O.[C:14]([OH:20])(=[O:19])[CH2:15]C(O)=O.C([O-])(=O)C.[NH4+:25].CCO. The catalyst is CCOCC. The product is [NH2:25][CH:5]([C:4]1[CH:7]=[CH:8][C:9]([C:10]([F:13])([F:12])[F:11])=[C:2]([F:1])[CH:3]=1)[CH2:15][C:14]([OH:20])=[O:19]. The yield is 0.160. (7) The reactants are N1(O[C:11]([CH:13]=[CH:14][C:15]2[CH:24]=[CH:23][C:18]([C:19]([O:21]C)=O)=[CH:17][CH:16]=2)=[O:12])C2C=CC=CC=2N=N1.CCN(CC)CC.CN([P+](O[N:43]1N=[N:50][C:45]2[CH:46]=[CH:47][CH:48]=[CH:49][C:44]1=2)(N(C)C)N(C)C)C.F[P-](F)(F)(F)(F)F.[NH2:59][CH2:60][C:61]1[CH:62]=[N:63][CH:64]=[CH:65][CH:66]=1.[NH4+].[Cl-]. The catalyst is CN(C=O)C.CCOC(C)=O. The product is [NH2:50][C:45]1[CH:46]=[CH:47][CH:48]=[CH:49][C:44]=1[NH:43][C:19](=[O:21])[C:18]1[CH:17]=[CH:16][C:15]([CH:14]=[CH:13][C:11](=[O:12])[NH:59][CH2:60][C:61]2[CH:62]=[N:63][CH:64]=[CH:65][CH:66]=2)=[CH:24][CH:23]=1. The yield is 0.920. (8) The reactants are [Br:1][C:2]1[N:6]2[CH2:7][CH2:8][N:9]([C:11]([O:13][C:14]([CH3:17])([CH3:16])[CH3:15])=[O:12])[CH2:10][C:5]2=[C:4]([C:18]([OH:20])=O)[N:3]=1.[CH3:21][NH:22][C:23](=[O:30])[C@H:24]([CH2:26][CH:27]([CH3:29])[CH3:28])[NH2:25].CCN(C(C)C)C(C)C.CN(C(ON1N=NC2C=CC=CC1=2)=[N+](C)C)C.[B-](F)(F)(F)F. The catalyst is CN(C=O)C. The product is [Br:1][C:2]1[N:6]2[CH2:7][CH2:8][N:9]([C:11]([O:13][C:14]([CH3:15])([CH3:16])[CH3:17])=[O:12])[CH2:10][C:5]2=[C:4]([C:18](=[O:20])[NH:25][C@@H:24]([CH2:26][CH:27]([CH3:29])[CH3:28])[C:23]([NH:22][CH3:21])=[O:30])[N:3]=1. The yield is 0.480. (9) The reactants are C([O:4][CH2:5][C:6](Cl)=[O:7])(=O)C.[CH2:9]([NH:27][CH2:28][CH2:29][CH2:30][CH2:31][CH2:32][CH2:33][CH2:34][CH2:35][CH2:36][CH2:37][CH2:38][CH2:39][CH2:40][CH2:41][CH2:42][CH2:43][CH2:44][CH3:45])[CH2:10][CH2:11][CH2:12][CH2:13][CH2:14][CH2:15][CH2:16][CH2:17][CH2:18][CH2:19][CH2:20][CH2:21][CH2:22][CH2:23][CH2:24][CH2:25][CH3:26].CCN(CC)CC.[OH-].[Na+]. The catalyst is C(Cl)(Cl)Cl.O.CO. The product is [OH:4][CH2:5][C:6]([N:27]([CH2:28][CH2:29][CH2:30][CH2:31][CH2:32][CH2:33][CH2:34][CH2:35][CH2:36][CH2:37][CH2:38][CH2:39][CH2:40][CH2:41][CH2:42][CH2:43][CH2:44][CH3:45])[CH2:9][CH2:10][CH2:11][CH2:12][CH2:13][CH2:14][CH2:15][CH2:16][CH2:17][CH2:18][CH2:19][CH2:20][CH2:21][CH2:22][CH2:23][CH2:24][CH2:25][CH3:26])=[O:7]. The yield is 0.820.